From a dataset of Full USPTO retrosynthesis dataset with 1.9M reactions from patents (1976-2016). Predict the reactants needed to synthesize the given product. (1) Given the product [F:20][C:21]([F:34])([F:35])[C:22]1[CH:29]=[CH:28][C:27]([C:30]([F:33])([F:31])[F:32])=[CH:26][C:23]=1[CH2:24][O:1][C:2]1[CH:3]=[C:4]([CH:7]=[C:8]([C:10]([F:11])([F:12])[F:13])[CH:9]=1)[C:5]#[N:6], predict the reactants needed to synthesize it. The reactants are: [OH:1][C:2]1[CH:3]=[C:4]([CH:7]=[C:8]([C:10]([F:13])([F:12])[F:11])[CH:9]=1)[C:5]#[N:6].C([O-])([O-])=O.[K+].[K+].[F:20][C:21]([F:35])([F:34])[C:22]1[CH:29]=[CH:28][C:27]([C:30]([F:33])([F:32])[F:31])=[CH:26][C:23]=1[CH2:24]Br. (2) Given the product [O:19]1[CH2:20][CH2:21][CH:16]([CH2:15][S:1][C:2]2[CH:3]=[C:4]([OH:8])[CH:5]=[CH:6][CH:7]=2)[CH2:17][CH2:18]1, predict the reactants needed to synthesize it. The reactants are: [SH:1][C:2]1[CH:3]=[C:4]([OH:8])[CH:5]=[CH:6][CH:7]=1.C[O-].[Na+].CO.Br[CH2:15][CH:16]1[CH2:21][CH2:20][O:19][CH2:18][CH2:17]1. (3) Given the product [NH2:1][C:2]1[C:3]([C:9]([OH:11])=[O:10])=[N:4][C:5]([C:13]2[CH:18]=[CH:17][CH:16]=[CH:15][CH:14]=2)=[CH:6][N:7]=1, predict the reactants needed to synthesize it. The reactants are: [NH2:1][C:2]1[C:3]([C:9]([O:11]C)=[O:10])=[N:4][C:5](Br)=[CH:6][N:7]=1.[C:13]1(B(O)O)[CH:18]=[CH:17][CH:16]=[CH:15][CH:14]=1. (4) Given the product [NH2:2][C:1](=[O:57])[CH2:3][C@H:4]1[O:9][C@@H:8]([C:10]2[CH:15]=[CH:14][N:13]=[CH:12][C:11]=2[NH:16][C:17](=[O:33])[C:18]2[CH:23]=[CH:22][C:21]([F:24])=[C:20]([C:25]3[C:26]([F:32])=[CH:27][CH:28]=[CH:29][C:30]=3[F:31])[N:19]=2)[CH2:7][C@@H:6]([OH:34])[C@@H:5]1[OH:45], predict the reactants needed to synthesize it. The reactants are: [C:1]([CH2:3][C@H:4]1[O:9][C@@H:8]([C:10]2[CH:15]=[CH:14][N:13]=[CH:12][C:11]=2[NH:16][C:17](=[O:33])[C:18]2[CH:23]=[CH:22][C:21]([F:24])=[C:20]([C:25]3[C:30]([F:31])=[CH:29][CH:28]=[CH:27][C:26]=3[F:32])[N:19]=2)[CH2:7][C@@H:6]([O:34][Si](C(C)C)(C(C)C)C(C)C)[C@@H:5]1[O:45][Si](C(C)C)(C(C)C)C(C)C)#[N:2].C(=O)([O-])[O-:57].[K+].[K+]. (5) Given the product [C:1]([O:5][C:6]([N:8]1[CH2:12][C@@H:11]([CH3:13])[CH2:10][C@H:9]1[C:14]1[NH:15][CH:16]=[C:17]([C:19]2[CH:20]=[CH:21][C:22]([C:25]3[CH:30]=[CH:29][C:28]([C:41]4[CH:66]=[CH:65][C:44]5[NH:45][C:46]([C@@H:48]6[CH2:52][C@H:51]([CH3:53])[CH2:50][N:49]6[C:54](=[O:64])[C@@H:55]([NH:59][C:60]([O:61][CH3:62])=[O:63])[CH:56]([CH3:57])[CH3:58])=[N:47][C:43]=5[CH:42]=4)=[CH:27][CH:26]=3)=[CH:23][CH:24]=2)[N:18]=1)=[O:7])([CH3:2])([CH3:3])[CH3:4], predict the reactants needed to synthesize it. The reactants are: [C:1]([O:5][C:6]([N:8]1[CH2:12][C@@H:11]([CH3:13])[CH2:10][C@H:9]1[C:14]1[NH:15][CH:16]=[C:17]([C:19]2[CH:24]=[CH:23][C:22]([C:25]3[CH:30]=[CH:29][C:28](B4OC(C)(C)C(C)(C)O4)=[CH:27][CH:26]=3)=[CH:21][CH:20]=2)[N:18]=1)=[O:7])([CH3:4])([CH3:3])[CH3:2].I[C:41]1[CH:66]=[CH:65][C:44]2[NH:45][C:46]([C@@H:48]3[CH2:52][C@H:51]([CH3:53])[CH2:50][N:49]3[C:54](=[O:64])[C@@H:55]([NH:59][C:60](=[O:63])[O:61][CH3:62])[CH:56]([CH3:58])[CH3:57])=[N:47][C:43]=2[CH:42]=1.C(Cl)Cl.C([O-])(O)=O.[Na+]. (6) The reactants are: C([O:8][C:9]1[CH:14]=[CH:13][CH:12]=[CH:11][C:10]=1[C:15]1([NH:19][C:20]2[C:21](=[O:40])[N:22]([C:27]3[CH:28]=[C:29]([CH:36]=[CH:37][C:38]=3[CH3:39])[C:30]([NH:32][CH:33]3[CH2:35][CH2:34]3)=[O:31])[CH:23]=[C:24](Br)[N:25]=2)[CH2:18][CH2:17][CH2:16]1)C1C=CC=CC=1.C([O-])=O.[NH4+]. Given the product [CH:33]1([NH:32][C:30](=[O:31])[C:29]2[CH:36]=[CH:37][C:38]([CH3:39])=[C:27]([N:22]3[CH:23]=[CH:24][N:25]=[C:20]([NH:19][C:15]4([C:10]5[CH:11]=[CH:12][CH:13]=[CH:14][C:9]=5[OH:8])[CH2:18][CH2:17][CH2:16]4)[C:21]3=[O:40])[CH:28]=2)[CH2:34][CH2:35]1, predict the reactants needed to synthesize it.